This data is from NCI-60 drug combinations with 297,098 pairs across 59 cell lines. The task is: Regression. Given two drug SMILES strings and cell line genomic features, predict the synergy score measuring deviation from expected non-interaction effect. (1) Drug 1: C1CCC(C1)C(CC#N)N2C=C(C=N2)C3=C4C=CNC4=NC=N3. Drug 2: C1CC(C1)(C(=O)O)C(=O)O.[NH2-].[NH2-].[Pt+2]. Cell line: NCI-H322M. Synergy scores: CSS=3.11, Synergy_ZIP=-1.34, Synergy_Bliss=2.40, Synergy_Loewe=0.931, Synergy_HSA=0.982. (2) Drug 1: CNC(=O)C1=CC=CC=C1SC2=CC3=C(C=C2)C(=NN3)C=CC4=CC=CC=N4. Drug 2: CC1=C(C(CCC1)(C)C)C=CC(=CC=CC(=CC(=O)O)C)C. Cell line: UACC62. Synergy scores: CSS=9.17, Synergy_ZIP=-3.35, Synergy_Bliss=0.397, Synergy_Loewe=1.75, Synergy_HSA=2.08. (3) Drug 1: CCC(=C(C1=CC=CC=C1)C2=CC=C(C=C2)OCCN(C)C)C3=CC=CC=C3.C(C(=O)O)C(CC(=O)O)(C(=O)O)O. Drug 2: CC1=C2C(C(=O)C3(C(CC4C(C3C(C(C2(C)C)(CC1OC(=O)C(C(C5=CC=CC=C5)NC(=O)OC(C)(C)C)O)O)OC(=O)C6=CC=CC=C6)(CO4)OC(=O)C)O)C)O. Cell line: SF-295. Synergy scores: CSS=2.42, Synergy_ZIP=-2.41, Synergy_Bliss=1.21, Synergy_Loewe=0.349, Synergy_HSA=0.385.